This data is from Forward reaction prediction with 1.9M reactions from USPTO patents (1976-2016). The task is: Predict the product of the given reaction. (1) The product is: [C:9]([NH:12][CH2:13][C:14]#[C:15][C:5]1[CH:6]=[CH:7][C:2]([C:6]#[C:7][CH2:2][NH:3][C:4](=[O:16])[CH3:5])=[N:3][CH:4]=1)(=[O:11])[CH3:10]. Given the reactants Br[C:2]1[CH:7]=[CH:6][C:5](Br)=[CH:4][N:3]=1.[C:9]([NH:12][CH2:13][C:14]#[CH:15])(=[O:11])[CH3:10].[OH2:16], predict the reaction product. (2) The product is: [C:39]([N:26]1[CH2:27][CH2:28][CH:23]([NH:22][C:18]2[CH:17]=[C:16]([CH:21]=[CH:20][N:19]=2)[C:15]([NH:14][CH2:13][C@H:12]([OH:30])[CH2:11][N:2]2[CH2:3][CH2:4][C:5]3[C:10](=[CH:9][CH:8]=[CH:7][CH:6]=3)[CH2:1]2)=[O:29])[CH2:24][CH2:25]1)(=[O:40])[CH3:38]. Given the reactants [CH2:1]1[C:10]2[C:5](=[CH:6][CH:7]=[CH:8][CH:9]=2)[CH2:4][CH2:3][N:2]1[CH2:11][C@@H:12]([OH:30])[CH2:13][NH:14][C:15](=[O:29])[C:16]1[CH:21]=[CH:20][N:19]=[C:18]([NH:22][CH:23]2[CH2:28][CH2:27][NH:26][CH2:25][CH2:24]2)[CH:17]=1.CCN(CC)CC.[CH3:38][C:39](OC(C)=O)=[O:40], predict the reaction product. (3) The product is: [F:16][C:17]1[CH:18]=[C:19]([NH:20][S:2]([C:5]2[CH:6]=[C:7]([CH:13]=[CH:14][CH:15]=2)[C:8]([O:10][CH2:11][CH3:12])=[O:9])(=[O:4])=[O:3])[CH:21]=[CH:22][CH:23]=1. Given the reactants Cl[S:2]([C:5]1[CH:6]=[C:7]([CH:13]=[CH:14][CH:15]=1)[C:8]([O:10][CH2:11][CH3:12])=[O:9])(=[O:4])=[O:3].[F:16][C:17]1[CH:18]=[C:19]([CH:21]=[CH:22][CH:23]=1)[NH2:20], predict the reaction product. (4) Given the reactants C([N:8]1[CH2:21][CH2:20][C:19]2[C:18]3[C:13](=[CH:14][CH:15]=[C:16]4[O:25][CH2:24][CH:23]=[CH:22][C:17]4=3)[N:12]([CH3:26])[C:11]=2[CH2:10][CH2:9]1)C1C=CC=CC=1.[ClH:27], predict the reaction product. The product is: [ClH:27].[CH3:26][N:12]1[C:13]2[C:18](=[C:17]3[CH2:22][CH2:23][CH2:24][O:25][C:16]3=[CH:15][CH:14]=2)[C:19]2[CH2:20][CH2:21][NH:8][CH2:9][CH2:10][C:11]1=2. (5) Given the reactants [CH3:1][C:2]1[C:7]([CH:8]([CH2:13][CH2:14][CH3:15])[C:9]([O:11]C)=[O:10])=[C:6]([C:16]2[CH:21]=[CH:20][CH:19]=[CH:18][CH:17]=2)[N:5]=[C:4](/[CH:22]=[CH:23]/[C:24]2[CH:29]=[CH:28][CH:27]=[CH:26][CH:25]=2)[N:3]=1.[OH-].[Na+], predict the reaction product. The product is: [CH3:1][C:2]1[C:7]([CH:8]([CH2:13][CH2:14][CH3:15])[C:9]([OH:11])=[O:10])=[C:6]([C:16]2[CH:17]=[CH:18][CH:19]=[CH:20][CH:21]=2)[N:5]=[C:4](/[CH:22]=[CH:23]/[C:24]2[CH:29]=[CH:28][CH:27]=[CH:26][CH:25]=2)[N:3]=1. (6) The product is: [O:1]1[CH:5]=[CH:4][CH:3]=[C:2]1[C:6]1[CH:30]=[CH:29][C:9]2[C:10]3[CH:16]=[C:15]([S:17]([NH:20][C@H:21]([CH:26]([CH3:27])[CH3:28])[C:22]([OH:24])=[O:23])(=[O:18])=[O:19])[CH:14]=[CH:13][C:11]=3[O:12][C:8]=2[CH:7]=1. Given the reactants [O:1]1[CH:5]=[CH:4][CH:3]=[C:2]1[C:6]1[CH:30]=[CH:29][C:9]2[C:10]3[CH:16]=[C:15]([S:17]([NH:20][C@H:21]([CH:26]([CH3:28])[CH3:27])[C:22]([O:24]C)=[O:23])(=[O:19])=[O:18])[CH:14]=[CH:13][C:11]=3[O:12][C:8]=2[CH:7]=1.[OH-].[Li+], predict the reaction product. (7) Given the reactants Br[CH2:2][C:3]1[C:4]([CH2:10][CH3:11])=[N:5][O:6][C:7]=1[CH2:8][CH3:9].[CH3:12][C:13]1[N:18]=[C:17]([SH:19])[N:16]=[C:15]([OH:20])[CH:14]=1.C(N(CC)CC)C, predict the reaction product. The product is: [CH2:10]([C:4]1[C:3]([CH2:2][S:19][C:17]2[N:16]=[C:15]([OH:20])[CH:14]=[C:13]([CH3:12])[N:18]=2)=[C:7]([CH2:8][CH3:9])[O:6][N:5]=1)[CH3:11]. (8) The product is: [O:1]1[CH2:2][CH2:3][N:4]([CH2:7][CH2:8][O:9][C:10]2[CH:11]=[C:12]3[C:16](=[CH:17][CH:18]=2)[C:15](=[O:19])[C:14]([C:61]2[CH:62]=[CH:63][C:64]([CH3:65])=[C:59]([F:58])[CH:60]=2)=[C:13]3[C:26]2[CH:31]=[CH:30][CH:29]=[CH:28][CH:27]=2)[CH2:5][CH2:6]1. Given the reactants [O:1]1[CH2:6][CH2:5][N:4]([CH2:7][CH2:8][O:9][C:10]2[CH:11]=[C:12]3[C:16](=[CH:17][CH:18]=2)[C:15](=[O:19])[C:14](C2C=NC=CC=2)=[C:13]3[C:26]2[CH:31]=[CH:30][CH:29]=[CH:28][CH:27]=2)[CH2:3][CH2:2]1.O1CCN(CCOC2C=C3C(C(C4C=CC=CC=4)=C(Br)C3=O)=CC=2)CC1.[F:58][C:59]1[CH:60]=[C:61](B(O)O)[CH:62]=[CH:63][C:64]=1[CH3:65], predict the reaction product. (9) Given the reactants [C:1]([CH2:3][CH2:4][CH:5]([C:10]1[N:14]2[CH:15]=[CH:16][N:17]=[C:18]([NH:19][CH2:20][C:21]3[CH:26]=[CH:25][C:24]([O:27][CH3:28])=[CH:23][C:22]=3[O:29][CH3:30])[C:13]2=[C:12]([C:31]2[CH:40]=[CH:39][C:34]([C:35]([O:37][CH3:38])=[O:36])=[CH:33][CH:32]=2)[N:11]=1)[C:6]([O:8]C)=O)#[N:2].CO, predict the reaction product. The product is: [CH3:30][O:29][C:22]1[CH:23]=[C:24]([O:27][CH3:28])[CH:25]=[CH:26][C:21]=1[CH2:20][NH:19][C:18]1[C:13]2[N:14]([C:10]([CH:5]3[CH2:4][CH2:3][CH2:1][NH:2][C:6]3=[O:8])=[N:11][C:12]=2[C:31]2[CH:32]=[CH:33][C:34]([C:35]([O:37][CH3:38])=[O:36])=[CH:39][CH:40]=2)[CH:15]=[CH:16][N:17]=1. (10) Given the reactants S(=C([NH:13]C(=O)[O-])C#CC1C=CC=CC=1)(=O)=O.[N:17](C(OC(C)C)=O)=[N:18]C(OC(C)C)=O.[CH3:31][O:32][C:33]1[CH:38]=[CH:37][C:36]([C:39]2[CH:44]=[CH:43][C:42]([S:45]([NH:48][C:49](=O)OC(C)(C)C)(=[O:47])=[O:46])=[CH:41][CH:40]=2)=[CH:35][CH:34]=1.[C:56]1([C:62]#[C:63]CO)[CH:61]=[CH:60][CH:59]=[CH:58][CH:57]=1.C1C=CC(P(C2C=CC=CC=2)C2C=CC=CC=2)=CC=1, predict the reaction product. The product is: [CH3:31][O:32][C:33]1[CH:34]=[CH:35][C:36]([C:39]2[CH:40]=[CH:41][C:42]([S:45]([NH:48][CH2:49][C:63]3[NH:18][N:17]=[N:13][C:62]=3[C:56]3[CH:61]=[CH:60][CH:59]=[CH:58][CH:57]=3)(=[O:46])=[O:47])=[CH:43][CH:44]=2)=[CH:37][CH:38]=1.